Dataset: Forward reaction prediction with 1.9M reactions from USPTO patents (1976-2016). Task: Predict the product of the given reaction. Given the reactants C[Zn]C.I[C:5]1[C:13]2[C:8](=[CH:9][CH:10]=[CH:11][C:12]=2[N+:14]([O-:16])=[O:15])[NH:7][N:6]=1.[CH3:17]O.Cl, predict the reaction product. The product is: [CH3:17][C:5]1[C:13]2[C:8](=[CH:9][CH:10]=[CH:11][C:12]=2[N+:14]([O-:16])=[O:15])[NH:7][N:6]=1.